This data is from Reaction yield outcomes from USPTO patents with 853,638 reactions. The task is: Predict the reaction yield, written as a fraction of the theoretical maximum amount of product (1.0 means a 100% yield; for example, 0.34 means a 34% yield). (1) The reactants are [CH3:1][O:2][C:3]1[C:8]2[O:9][CH2:10][O:11][C:7]=2[CH:6]=[C:5]([CH2:12]O)[CH:4]=1.C([O-])(O)=O.[Na+].O=S(Cl)[Cl:21]. No catalyst specified. The product is [Cl:21][CH2:12][C:5]1[CH:4]=[C:3]([O:2][CH3:1])[C:8]2[O:9][CH2:10][O:11][C:7]=2[CH:6]=1. The yield is 0.940. (2) The reactants are [Br:1][C:2]1[N:3]=[C:4]([S:11][CH3:12])[C:5]2[N:6]([CH:8]=[CH:9][N:10]=2)[CH:7]=1.C1C(=O)N([I:20])C(=O)C1. The catalyst is CN(C=O)C. The product is [Br:1][C:2]1[N:3]=[C:4]([S:11][CH3:12])[C:5]2[N:6]([C:8]([I:20])=[CH:9][N:10]=2)[CH:7]=1. The yield is 0.801. (3) The reactants are C([O:8][C:9]1[CH:18]=[C:17]2[C:12]([C:13]([NH:19][C:20]3[CH:21]=[C:22]([NH:27][C:28](=[O:40])[C:29]4[CH:34]=[CH:33][CH:32]=[C:31]([C:35]([C:38]#[N:39])([CH3:37])[CH3:36])[CH:30]=4)[CH:23]=[CH:24][C:25]=3[CH3:26])=[N:14][CH:15]=[N:16]2)=[CH:11][C:10]=1[O:41][CH3:42])C1C=CC=CC=1.[H][H]. The catalyst is CO.[Pd]. The product is [C:38]([C:35]([C:31]1[CH:30]=[C:29]([CH:34]=[CH:33][CH:32]=1)[C:28]([NH:27][C:22]1[CH:23]=[CH:24][C:25]([CH3:26])=[C:20]([NH:19][C:13]2[C:12]3[C:17](=[CH:18][C:9]([OH:8])=[C:10]([O:41][CH3:42])[CH:11]=3)[N:16]=[CH:15][N:14]=2)[CH:21]=1)=[O:40])([CH3:36])[CH3:37])#[N:39]. The yield is 0.710. (4) The reactants are [CH2:1]([C:3]([F:34])([CH2:32][CH3:33])[CH2:4][N:5]1[CH2:10][CH2:9][CH:8]([CH2:11][O:12][C:13]2[CH:18]=[CH:17][C:16]([C:19]3[CH:24]=[CH:23][C:22]([C:25]([O:27]CC)=[O:26])=[CH:21][C:20]=3[F:30])=[CH:15][C:14]=2[F:31])[CH2:7][CH2:6]1)[CH3:2].O[Li].O. The catalyst is C1COCC1.O. The product is [CH2:1]([C:3]([F:34])([CH2:32][CH3:33])[CH2:4][N:5]1[CH2:6][CH2:7][CH:8]([CH2:11][O:12][C:13]2[CH:18]=[CH:17][C:16]([C:19]3[CH:24]=[CH:23][C:22]([C:25]([OH:27])=[O:26])=[CH:21][C:20]=3[F:30])=[CH:15][C:14]=2[F:31])[CH2:9][CH2:10]1)[CH3:2]. The yield is 0.870. (5) The reactants are [CH3:1][NH:2][C:3]1[CH:11]=[CH:10][C:6]([C:7]([OH:9])=[O:8])=[CH:5][C:4]=1[N+:12]([O-])=O. The catalyst is [Pd].CO. The product is [NH2:12][C:4]1[CH:5]=[C:6]([CH:10]=[CH:11][C:3]=1[NH:2][CH3:1])[C:7]([OH:9])=[O:8]. The yield is 0.990. (6) The product is [CH3:19][S:15][C:12]1[NH:13][CH:14]=[C:9]([CH2:8][C:6]2[CH:5]=[CH:4][NH:3][C:2](=[O:1])[CH:7]=2)[C:10](=[O:16])[N:11]=1. The reactants are [O:1]=[C:2]1[CH:7]=[C:6]([CH2:8][C:9]2[C:10](=[O:16])[NH:11][C:12](=[S:15])[NH:13][CH:14]=2)[CH:5]=[CH:4][NH:3]1.[OH-].[K+].[CH3:19]I. The yield is 0.482. The catalyst is C(O)C. (7) The reactants are [CH:1]1([NH:4][C:5]([NH:7][C:8]2[CH:13]=[CH:12][C:11](B3OC(C)(C)C(C)(C)O3)=[CH:10][CH:9]=2)=[O:6])[CH2:3][CH2:2]1.C(=O)([O-])[O-].[Na+].[Na+].[CH:29]12[N:36]([C:37]3[N:42]=[C:41](Cl)[N:40]=[C:39]([CH2:44][N:45]([CH3:47])[CH3:46])[CH:38]=3)[CH:33]([CH2:34][CH2:35]1)[CH2:32][O:31][CH2:30]2. The catalyst is COCCOC.C1C=CC([P]([Pd]([P](C2C=CC=CC=2)(C2C=CC=CC=2)C2C=CC=CC=2)([P](C2C=CC=CC=2)(C2C=CC=CC=2)C2C=CC=CC=2)[P](C2C=CC=CC=2)(C2C=CC=CC=2)C2C=CC=CC=2)(C2C=CC=CC=2)C2C=CC=CC=2)=CC=1. The product is [CH:33]12[N:36]([C:37]3[CH:38]=[C:39]([CH2:44][N:45]([CH3:47])[CH3:46])[N:40]=[C:41]([C:11]4[CH:10]=[CH:9][C:8]([NH:7][C:5]([NH:4][CH:1]5[CH2:2][CH2:3]5)=[O:6])=[CH:13][CH:12]=4)[N:42]=3)[CH:29]([CH2:35][CH2:34]1)[CH2:30][O:31][CH2:32]2. The yield is 0.490.